From a dataset of Catalyst prediction with 721,799 reactions and 888 catalyst types from USPTO. Predict which catalyst facilitates the given reaction. (1) Reactant: C([N:3]1[C:15]2[C:14]([O:16][CH3:17])=[CH:13][CH:12]=[C:11]([S:18]([NH:21][C:22]3[CH:27]=[CH:26][C:25]([CH3:28])=[CH:24][CH:23]=3)(=[O:20])=[O:19])[C:10]=2[C:9]2[C:4]1=[CH:5][CH:6]=[CH:7][CH:8]=2)=O.[BH4-].[Na+]. Product: [CH3:17][O:16][C:14]1[C:15]2[NH:3][C:4]3[C:9](=[CH:8][CH:7]=[CH:6][CH:5]=3)[C:10]=2[C:11]([S:18]([NH:21][C:22]2[CH:23]=[CH:24][C:25]([CH3:28])=[CH:26][CH:27]=2)(=[O:19])=[O:20])=[CH:12][CH:13]=1. The catalyst class is: 1. (2) Reactant: C[O:2][C:3](=[O:34])[CH2:4][O:5][C:6]1[CH:15]=[CH:14][C:13]([Cl:16])=[C:12]2[C:7]=1[C:8]([O:30][CH:31]([F:33])[F:32])=[C:9]([CH2:19][C:20]1[CH:25]=[CH:24][C:23]([S:26]([CH3:29])(=[O:28])=[O:27])=[CH:22][CH:21]=1)[C:10]([CH2:17][CH3:18])=[N:11]2.CO.O.[OH-].[Li+]. Product: [Cl:16][C:13]1[CH:14]=[CH:15][C:6]([O:5][CH2:4][C:3]([OH:34])=[O:2])=[C:7]2[C:12]=1[N:11]=[C:10]([CH2:17][CH3:18])[C:9]([CH2:19][C:20]1[CH:21]=[CH:22][C:23]([S:26]([CH3:29])(=[O:27])=[O:28])=[CH:24][CH:25]=1)=[C:8]2[O:30][CH:31]([F:32])[F:33]. The catalyst class is: 15. (3) Reactant: [Cl:1][C:2]1[C:3]([I:20])=[CH:4][C:5]2[CH:11]([CH3:12])[CH2:10][N:9](C(=O)C(F)(F)F)[CH2:8][CH2:7][C:6]=2[N:19]=1.C([O-])([O-])=O.[K+].[K+]. Product: [Cl:1][C:2]1[C:3]([I:20])=[CH:4][C:5]2[CH:11]([CH3:12])[CH2:10][NH:9][CH2:8][CH2:7][C:6]=2[N:19]=1. The catalyst class is: 5. (4) Reactant: [H-].[Na+].C1CCCCC1.[CH3:9][O:10][C:11]1[CH:12]=[C:13]([C:19](=[O:21])[CH3:20])[CH:14]=[CH:15][C:16]=1[O:17][CH3:18].[C:22](O)(=[O:24])[CH3:23]. Product: [CH3:9][O:10][C:11]1[CH:12]=[C:13]([C:19](=[O:21])[CH2:20][C:22](=[O:24])[CH3:23])[CH:14]=[CH:15][C:16]=1[O:17][CH3:18]. The catalyst class is: 13. (5) Reactant: C(Cl)(=O)C(Cl)=O.CS(C)=O.[C:11]([O:15][C:16]([N:18]1[CH2:22][C@H:21]([C:23]2[CH:28]=[CH:27][CH:26]=[CH:25][CH:24]=2)[C@@H:20]([CH2:29][OH:30])[CH2:19]1)=[O:17])([CH3:14])([CH3:13])[CH3:12].C(N(C(C)C)CC)(C)C. Product: [C:11]([O:15][C:16]([N:18]1[CH2:22][C@H:21]([C:23]2[CH:24]=[CH:25][CH:26]=[CH:27][CH:28]=2)[C@@H:20]([CH:29]=[O:30])[CH2:19]1)=[O:17])([CH3:14])([CH3:13])[CH3:12]. The catalyst class is: 4.